From a dataset of Forward reaction prediction with 1.9M reactions from USPTO patents (1976-2016). Predict the product of the given reaction. Given the reactants [CH3:1][C:2]1[CH:7]=[CH:6][C:5]([O:8][CH3:9])=[CH:4][C:3]=1[N+:10]([O-:12])=[O:11].N1CCCC1.C1C[O:21]CC1, predict the reaction product. The product is: [CH3:9][O:8][C:5]1[CH:6]=[CH:7][C:2]([CH:1]=[O:21])=[C:3]([N+:10]([O-:12])=[O:11])[CH:4]=1.